From a dataset of Forward reaction prediction with 1.9M reactions from USPTO patents (1976-2016). Predict the product of the given reaction. (1) Given the reactants [NH2:1][C:2]1[CH:3]=[C:4]([S:8]([N:11]2[C@@H:16]([CH3:17])[CH2:15][N:14]([CH2:18][C:19]([NH:21][C:22]3[CH:27]=[CH:26][CH:25]=[CH:24][C:23]=3[CH3:28])=[O:20])[CH2:13][C@H:12]2[CH3:29])(=[O:10])=[O:9])[CH:5]=[CH:6][CH:7]=1.[CH3:30][S:31](Cl)(=[O:33])=[O:32].C([O-])([O-])=O.[K+].[K+], predict the reaction product. The product is: [CH3:30][S:31]([NH:1][C:2]1[CH:3]=[C:4]([S:8]([N:11]2[C@@H:16]([CH3:17])[CH2:15][N:14]([CH2:18][C:19]([NH:21][C:22]3[CH:27]=[CH:26][CH:25]=[CH:24][C:23]=3[CH3:28])=[O:20])[CH2:13][C@H:12]2[CH3:29])(=[O:9])=[O:10])[CH:5]=[CH:6][CH:7]=1)(=[O:33])=[O:32]. (2) The product is: [CH2:20]([O:19][C@@H:17]1[CH2:18][C@H:15]([N:14]2[C:13]3[CH:27]=[C:28]([F:31])[CH:29]=[CH:30][C:12]=3[N:11]=[C:10]2[C@@H:8]([NH2:7])[CH3:9])[CH2:16]1)[C:21]1[CH:22]=[CH:23][CH:24]=[CH:25][CH:26]=1. Given the reactants C(OC(=O)[NH:7][C@H:8]([C:10]1[N:14]([C@H:15]2[CH2:18][C@@H:17]([O:19][CH2:20][C:21]3[CH:26]=[CH:25][CH:24]=[CH:23][CH:22]=3)[CH2:16]2)[C:13]2[CH:27]=[C:28]([F:31])[CH:29]=[CH:30][C:12]=2[N:11]=1)[CH3:9])(C)(C)C.C(O)(C(F)(F)F)=O, predict the reaction product. (3) The product is: [Cl:28][C:25]1[CH:24]=[CH:23][C:22]([CH2:21][C:19]2[N:20]=[C:15]([NH:14][CH:11]3[CH2:12][CH2:13][NH:8][CH2:9][CH2:10]3)[N:16]=[C:17]([C:29]([OH:32])([CH3:31])[CH3:30])[CH:18]=2)=[CH:27][CH:26]=1. Given the reactants C(OC([N:8]1[CH2:13][CH2:12][CH:11]([NH:14][C:15]2[N:20]=[C:19]([CH2:21][C:22]3[CH:27]=[CH:26][C:25]([Cl:28])=[CH:24][CH:23]=3)[CH:18]=[C:17]([C:29]([OH:32])([CH3:31])[CH3:30])[N:16]=2)[CH2:10][CH2:9]1)=O)(C)(C)C.FC(F)(F)C(O)=O.C(=O)([O-])[O-].[Na+].[Na+], predict the reaction product. (4) The product is: [F:1][C:2]1[C:3]([C:15]2[N:16]([CH:21]([CH3:23])[CH3:22])[C:17]([CH3:20])=[N:18][CH:19]=2)=[N:4][C:5]([NH:8][CH:9]2[CH2:10][CH2:11][N:12]([S:25]([CH2:28][CH:29]3[CH2:34][CH2:33][CH2:32][N:31]([C:35]([O:37][CH2:38][C:39]4[CH:40]=[CH:41][CH:42]=[CH:43][CH:44]=4)=[O:36])[CH2:30]3)(=[O:26])=[O:27])[CH2:13][CH2:14]2)=[N:6][CH:7]=1. Given the reactants [F:1][C:2]1[C:3]([C:15]2[N:16]([CH:21]([CH3:23])[CH3:22])[C:17]([CH3:20])=[N:18][CH:19]=2)=[N:4][C:5]([NH:8][CH:9]2[CH2:14][CH2:13][NH:12][CH2:11][CH2:10]2)=[N:6][CH:7]=1.Cl[S:25]([CH2:28][CH:29]1[CH2:34][CH2:33][CH2:32][N:31]([C:35]([O:37][CH2:38][C:39]2[CH:44]=[CH:43][CH:42]=[CH:41][CH:40]=2)=[O:36])[CH2:30]1)(=[O:27])=[O:26], predict the reaction product. (5) Given the reactants [Br:1][C:2]1[CH:7]=[CH:6][C:5]([C:8]2[C:17]3[C:12](=[CH:13][CH:14]=[CH:15][CH:16]=3)[C:11](=[O:18])[NH:10][N:9]=2)=[CH:4][CH:3]=1.CC([O-])(C)C.[K+].C1(P(O[NH2:40])(C2C=CC=CC=2)=O)C=CC=CC=1, predict the reaction product. The product is: [NH2:40][N:10]1[N:9]=[C:8]([C:5]2[CH:4]=[CH:3][C:2]([Br:1])=[CH:7][CH:6]=2)[C:17]2[C:12](=[CH:13][CH:14]=[CH:15][CH:16]=2)[C:11]1=[O:18]. (6) Given the reactants [CH2:1]([O:8][C:9]1[CH:17]=[C:16]2[C:12]([C:13]([CH:18]3[CH2:22][CH2:21][CH2:20][CH2:19]3)=[N:14][NH:15]2)=[CH:11][CH:10]=1)[C:2]1[CH:7]=[CH:6][CH:5]=[CH:4][CH:3]=1.[OH-].[Na+].Cl[CH2:26][CH2:27][N:28]1[CH2:33][CH2:32][CH2:31][CH2:30][CH2:29]1.C1(C)C=CC=CC=1.O1CCOCC1, predict the reaction product. The product is: [CH2:1]([O:8][C:9]1[CH:17]=[C:16]2[C:12]([C:13]([CH:18]3[CH2:19][CH2:20][CH2:21][CH2:22]3)=[N:14][N:15]2[CH2:26][CH2:27][N:28]2[CH2:33][CH2:32][CH2:31][CH2:30][CH2:29]2)=[CH:11][CH:10]=1)[C:2]1[CH:3]=[CH:4][CH:5]=[CH:6][CH:7]=1. (7) Given the reactants Cl[C:2]1[N:7]2[N:8]=[CH:9][C:10]([C:11]([O:13][CH2:14][CH3:15])=[O:12])=[C:6]2[N:5]=[CH:4][C:3]=1[C:16]([N:18]1[CH2:23][CH2:22][C:21]2([C:31]3[C:26](=[CH:27][CH:28]=[CH:29][CH:30]=3)[CH:25]=[C:24]2[CH3:32])[CH2:20][CH2:19]1)=[O:17].[NH2:33][C:34]1[CH:39]=[CH:38][CH:37]=[CH:36][CH:35]=1, predict the reaction product. The product is: [CH2:14]([O:13][C:11]([C:10]1[CH:9]=[N:8][N:7]2[C:2]([NH:33][C:34]3[CH:39]=[CH:38][CH:37]=[CH:36][CH:35]=3)=[C:3]([C:16]([N:18]3[CH2:19][CH2:20][C:21]4([C:31]5[C:26](=[CH:27][CH:28]=[CH:29][CH:30]=5)[CH:25]=[C:24]4[CH3:32])[CH2:22][CH2:23]3)=[O:17])[CH:4]=[N:5][C:6]=12)=[O:12])[CH3:15]. (8) Given the reactants C(OC([NH:8][C@@H:9]([C:14]([N:16]1[CH2:36][CH2:35][CH2:34][C@H:17]1[C:18]([NH:20][CH2:21][C:22]1[CH:27]=[C:26]([F:28])[CH:25]=[CH:24][C:23]=1[N:29]1[CH:33]=[N:32][CH:31]=[N:30]1)=[O:19])=[O:15])[CH2:10][CH:11]1[CH2:13][CH2:12]1)=O)(C)(C)C.Cl.CCOC(C)=O, predict the reaction product. The product is: [CH:11]1([CH2:10][C@H:9]([C:14]([N:16]2[CH2:36][CH2:35][CH2:34][C@H:17]2[C:18]([NH:20][CH2:21][C:22]2[CH:27]=[C:26]([F:28])[CH:25]=[CH:24][C:23]=2[N:29]2[CH:33]=[N:32][CH:31]=[N:30]2)=[O:19])=[O:15])[NH2:8])[CH2:13][CH2:12]1. (9) Given the reactants C(N(CC)CC)C.Cl[C:9]([O:11][CH2:12][CH3:13])=[O:10].[N:14]1[C:23]2[C:18](=[CH:19][N:20]=[CH:21][CH:22]=2)[CH:17]=[CH:16][C:15]=1C(O)=O, predict the reaction product. The product is: [N:14]1[C:23]2[C:18](=[CH:19][N:20]=[CH:21][CH:22]=2)[CH:17]=[CH:16][C:15]=1[C:9]([O:11][CH2:12][CH3:13])=[O:10]. (10) Given the reactants [Cl:1][C:2]1[CH:3]=[C:4]2[C:9](=[CH:10][CH:11]=1)[CH:8]=[C:7]([S:12]([NH:15][C@H:16]1[CH2:20][CH2:19][N:18]([C@@H:21]([CH3:30])[C:22]([N:24]3[CH2:29][CH2:28][O:27][CH2:26][CH2:25]3)=[O:23])[C:17]1=[O:31])(=[O:14])=[O:13])[CH:6]=[CH:5]2.C[Si]([N-][Si](C)(C)C)(C)C.[Li+].Br[CH2:43][C:44]#[N:45], predict the reaction product. The product is: [Cl:1][C:2]1[CH:3]=[C:4]2[C:9](=[CH:10][CH:11]=1)[CH:8]=[C:7]([S:12]([N:15]([CH2:43][C:44]#[N:45])[C@H:16]1[CH2:20][CH2:19][N:18]([C@@H:21]([CH3:30])[C:22]([N:24]3[CH2:29][CH2:28][O:27][CH2:26][CH2:25]3)=[O:23])[C:17]1=[O:31])(=[O:14])=[O:13])[CH:6]=[CH:5]2.